Dataset: Catalyst prediction with 721,799 reactions and 888 catalyst types from USPTO. Task: Predict which catalyst facilitates the given reaction. (1) Reactant: [C:1]([NH:8][CH2:9][CH2:10][C:11]1[CH:17]=[CH:16][C:14]([NH2:15])=[CH:13][CH:12]=1)([O:3][C:4]([CH3:7])([CH3:6])[CH3:5])=[O:2].[C:18]1([C:24]([CH:26]=O)=[O:25])[CH:23]=[CH:22][CH:21]=[CH:20][CH:19]=1.[BH3-]C#N.[Na+]. Product: [C:18]1([CH:24]([OH:25])[CH2:26][NH:15][C:14]2[CH:16]=[CH:17][C:11]([CH2:10][CH2:9][NH:8][C:1]([O:3][C:4]([CH3:6])([CH3:7])[CH3:5])=[O:2])=[CH:12][CH:13]=2)[CH:23]=[CH:22][CH:21]=[CH:20][CH:19]=1. The catalyst class is: 5. (2) Reactant: [Cl:1][C:2]1[C:3]2[C:4]3[C:5](=[C:23]([CH3:26])[O:24][N:25]=3)[C:6](=[O:22])[N:7]([CH:12]3[CH2:17][CH2:16][CH2:15][N:14]([CH2:18][C:19]([OH:21])=O)[CH2:13]3)[C:8]=2[CH:9]=[CH:10][CH:11]=1.[NH2:27][C:28]1[CH:29]=[N:30][CH:31]=[CH:32][CH:33]=1.Cl.CN(C)CCCN=C=NCC.ON1C2N=CC=CC=2N=N1.C(N(CC)CC)C. Product: [Cl:1][C:2]1[C:3]2[C:4]3[C:5](=[C:23]([CH3:26])[O:24][N:25]=3)[C:6](=[O:22])[N:7]([CH:12]3[CH2:17][CH2:16][CH2:15][N:14]([CH2:18][C:19]([NH:27][C:28]4[CH:29]=[N:30][CH:31]=[CH:32][CH:33]=4)=[O:21])[CH2:13]3)[C:8]=2[CH:9]=[CH:10][CH:11]=1. The catalyst class is: 468. (3) Reactant: O(C(C)(C)C)[Na].[C:7]([C:10]1[CH:15]=[CH:14][CH:13]=[CH:12][CH:11]=1)(=[O:9])[CH3:8]. Product: [CH3:8][CH:7]([OH:9])[C:10]1[CH:15]=[CH:14][CH:13]=[CH:12][CH:11]=1. The catalyst class is: 32.